This data is from Catalyst prediction with 721,799 reactions and 888 catalyst types from USPTO. The task is: Predict which catalyst facilitates the given reaction. (1) Reactant: [Li+].[OH-].C[O:4][C:5](=[O:23])[CH2:6][C:7]1[CH:12]=[CH:11][CH:10]=[CH:9][C:8]=1[S:13][C:14]1[C:22]2[C:17](=[CH:18][CH:19]=[CH:20][CH:21]=2)[NH:16][CH:15]=1.C1COCC1.O.Cl. Product: [NH:16]1[C:17]2[C:22](=[CH:21][CH:20]=[CH:19][CH:18]=2)[C:14]([S:13][C:8]2[CH:9]=[CH:10][CH:11]=[CH:12][C:7]=2[CH2:6][C:5]([OH:23])=[O:4])=[CH:15]1. The catalyst class is: 84. (2) Product: [C:32]([O:31][C:30](=[O:36])[NH:29][C@@H:8]([CH2:1][C:2]1[CH:7]=[CH:6][CH:5]=[CH:4][CH:3]=1)[C:9]([N:10]1[C:18]2[C:13](=[CH:14][C:15]([C:38]3[CH:43]=[CH:42][N:41]=[C:40]([NH2:44])[N:39]=3)=[CH:16][CH:17]=2)[CH2:12][CH2:11]1)=[O:28])([CH3:34])([CH3:35])[CH3:33]. The catalyst class is: 755. Reactant: [CH2:1]([C@H:8]([NH:29][C:30](=[O:36])[O:31][C:32]([CH3:35])([CH3:34])[CH3:33])[C:9](=[O:28])[N:10]1[C:18]2[C:13](=[CH:14][C:15](B3OC(C)(C)C(C)(C)O3)=[CH:16][CH:17]=2)[CH2:12][CH2:11]1)[C:2]1[CH:7]=[CH:6][CH:5]=[CH:4][CH:3]=1.Cl[C:38]1[CH:43]=[CH:42][N:41]=[C:40]([NH2:44])[N:39]=1.C(=O)([O-])[O-].[Na+].[Na+].O.